This data is from Reaction yield outcomes from USPTO patents with 853,638 reactions. The task is: Predict the reaction yield, written as a fraction of the theoretical maximum amount of product (1.0 means a 100% yield; for example, 0.34 means a 34% yield). (1) The reactants are [Br:1][C:2]1[CH:8]=[CH:7][C:5]([NH2:6])=[CH:4][CH:3]=1.[CH2:9]([O:11][C:12](=[O:23])[C:13](=[CH:19]OCC)[C:14]([O:16][CH2:17][CH3:18])=[O:15])[CH3:10]. The catalyst is C(O)C. The product is [CH2:9]([O:11][C:12](=[O:23])[C:13](=[CH:19][NH:6][C:5]1[CH:7]=[CH:8][C:2]([Br:1])=[CH:3][CH:4]=1)[C:14]([O:16][CH2:17][CH3:18])=[O:15])[CH3:10]. The yield is 0.870. (2) The reactants are C([N:20]1[C:24]2[N:25]=[CH:26][CH:27]=[C:28]([C:29](=[S:31])[NH2:30])[C:23]=2[CH:22]=[N:21]1)(C1C=CC=CC=1)(C1C=CC=CC=1)C1C=CC=CC=1.Br[CH:33]1[CH2:38][CH2:37][CH2:36][C:35]([CH3:41])([C:39]#[N:40])[C:34]1=O.C1COCC1. The catalyst is CCO. The product is [CH3:41][C:35]1([C:39]#[N:40])[C:34]2[N:30]=[C:29]([C:28]3[CH:27]=[CH:26][N:25]=[C:24]4[NH:20][N:21]=[CH:22][C:23]=34)[S:31][C:33]=2[CH2:38][CH2:37][CH2:36]1. The yield is 0.390. (3) The reactants are [Si:1]([O:8][CH2:9][CH2:10][O:11][CH2:12][C:13]1[CH:18]=[CH:17][C:16]([CH2:19][OH:20])=[CH:15][CH:14]=1)([C:4]([CH3:7])([CH3:6])[CH3:5])([CH3:3])[CH3:2].[C:21]([N:25]1[C:30](=[O:31])[C:29]([Cl:32])=[C:28](O)[CH:27]=[N:26]1)([CH3:24])([CH3:23])[CH3:22].C1C=CC(P(C2C=CC=CC=2)C2C=CC=CC=2)=CC=1.N(C(OC(C)C)=O)=NC(OC(C)C)=O. The catalyst is C1COCC1.O. The product is [C:21]([N:25]1[C:30](=[O:31])[C:29]([Cl:32])=[C:28]([O:20][CH2:19][C:16]2[CH:17]=[CH:18][C:13]([CH2:12][O:11][CH2:10][CH2:9][O:8][Si:1]([C:4]([CH3:7])([CH3:6])[CH3:5])([CH3:3])[CH3:2])=[CH:14][CH:15]=2)[CH:27]=[N:26]1)([CH3:24])([CH3:22])[CH3:23]. The yield is 0.890. (4) The reactants are [CH:1](NC(C)C)(C)C.C([Li])CCC.[CH2:13]([O:15][C:16](=[O:23])[CH2:17][CH:18]1[CH2:22][CH2:21][O:20][CH2:19]1)[CH3:14].CI. The catalyst is O1CCCC1. The product is [CH2:13]([O:15][C:16](=[O:23])[CH:17]([CH:18]1[CH2:22][CH2:21][O:20][CH2:19]1)[CH3:1])[CH3:14]. The yield is 0.650. (5) The reactants are CC1(C)C(C)(C)OB([C:9]2[CH:15]=[CH:14][C:12]([NH2:13])=[CH:11][CH:10]=2)O1.C(=O)([O-])O.[Na+].O.[C:23]([O:27][C@@H:28]([C:33]1[C:34](I)=[C:35]2[C:42]3[CH2:43][CH2:44][CH2:45][CH2:46][C:41]=3[S:40][C:36]2=[N:37][C:38]=1[CH3:39])[C:29]([O:31][CH3:32])=[O:30])([CH3:26])([CH3:25])[CH3:24]. The catalyst is CN(C)C(=O)C.CC(C)([P](C(C)(C)C)([Pd][P](C(C)(C)C)(C(C)(C)C)C(C)(C)C)C(C)(C)C)C. The product is [NH2:13][C:12]1[CH:11]=[CH:10][C:9]([C:34]2[C:33]([C@H:28]([O:27][C:23]([CH3:26])([CH3:24])[CH3:25])[C:29]([O:31][CH3:32])=[O:30])=[C:38]([CH3:39])[N:37]=[C:36]3[S:40][C:41]4[CH2:46][CH2:45][CH2:44][CH2:43][C:42]=4[C:35]=23)=[CH:15][CH:14]=1. The yield is 0.670. (6) The reactants are [NH:1]1[CH2:6][CH2:5][CH:4]([N:7]2[CH:11]=[C:10]([O:12][C:13]3[N:14]=[C:15]([OH:23])[C:16]4[CH:22]=[CH:21][N:20]=[CH:19][C:17]=4[N:18]=3)[CH:9]=[N:8]2)[CH2:3][CH2:2]1.[CH:24](=O)[C:25]1[CH:30]=[CH:29][CH:28]=[CH:27][CH:26]=1. The catalyst is CN(C=O)C. The product is [CH2:24]([N:1]1[CH2:2][CH2:3][CH:4]([N:7]2[CH:11]=[C:10]([O:12][C:13]3[N:14]=[C:15]([OH:23])[C:16]4[CH:22]=[CH:21][N:20]=[CH:19][C:17]=4[N:18]=3)[CH:9]=[N:8]2)[CH2:5][CH2:6]1)[C:25]1[CH:30]=[CH:29][CH:28]=[CH:27][CH:26]=1. The yield is 0.210. (7) The reactants are [C:1]([NH:4][C:5]1[S:6][C:7]([C:11]2[CH:12]=[C:13]([S:17](Cl)(=[O:19])=[O:18])[S:14][C:15]=2[Br:16])=[C:8]([CH3:10])[N:9]=1)(=[O:3])[CH3:2].C(N(CC)CC)C.CC1(C)[O:33][CH:32]([CH2:34][NH2:35])[CH2:31][O:30]1. The catalyst is C(Cl)Cl. The product is [Br:16][C:15]1[S:14][C:13]([S:17](=[O:19])(=[O:18])[NH:35][CH2:34][CH:32]([OH:33])[CH2:31][OH:30])=[CH:12][C:11]=1[C:7]1[S:6][C:5]([NH:4][C:1](=[O:3])[CH3:2])=[N:9][C:8]=1[CH3:10]. The yield is 0.940.